This data is from Forward reaction prediction with 1.9M reactions from USPTO patents (1976-2016). The task is: Predict the product of the given reaction. (1) Given the reactants [NH:1]1[C:9]2[C:4](=[CH:5][CH:6]=[CH:7][C:8]=2[C:10]([OH:12])=O)[CH:3]=[CH:2]1.CN(C(ON1N=NC2C=CC=CC1=2)=[N+](C)C)C.[B-](F)(F)(F)F.C(N(CC)C(C)C)(C)C.[C:44]([C:48]1[CH:65]=[CH:64][C:51]([CH2:52][NH:53][CH2:54][CH:55]([C:57]2[CH:62]=[CH:61][C:60]([Cl:63])=[CH:59][CH:58]=2)[CH3:56])=[CH:50][CH:49]=1)([CH3:47])([CH3:46])[CH3:45], predict the reaction product. The product is: [C:44]([C:48]1[CH:65]=[CH:64][C:51]([CH2:52][N:53]([CH2:54][CH:55]([C:57]2[CH:62]=[CH:61][C:60]([Cl:63])=[CH:59][CH:58]=2)[CH3:56])[C:10]([C:8]2[CH:7]=[CH:6][CH:5]=[C:4]3[C:9]=2[NH:1][CH:2]=[CH:3]3)=[O:12])=[CH:50][CH:49]=1)([CH3:45])([CH3:46])[CH3:47]. (2) Given the reactants [C:1]([O:5][C:6]([NH:8][C:9]1([C:12]2[NH:13][C:14]([C:22]3[CH:31]=[CH:30][CH:29]=[C:28]4[C:23]=3[N:24]=[C:25](F)[C:26]([CH3:32])=[N:27]4)=[CH:15][C:16]=2[C:17]([O:19][CH2:20][CH3:21])=[O:18])[CH2:11][CH2:10]1)=[O:7])([CH3:4])([CH3:3])[CH3:2].[CH:34]1([NH2:37])[CH2:36][CH2:35]1.CCN(C(C)C)C(C)C, predict the reaction product. The product is: [C:1]([O:5][C:6]([NH:8][C:9]1([C:12]2[NH:13][C:14]([C:22]3[CH:31]=[CH:30][CH:29]=[C:28]4[C:23]=3[N:24]=[C:25]([NH:37][CH:34]3[CH2:36][CH2:35]3)[C:26]([CH3:32])=[N:27]4)=[CH:15][C:16]=2[C:17]([O:19][CH2:20][CH3:21])=[O:18])[CH2:11][CH2:10]1)=[O:7])([CH3:4])([CH3:3])[CH3:2]. (3) Given the reactants [F:1][C:2]1[CH:10]=[CH:9][C:8]2[NH:7][C:6]3[CH:11]4[CH2:17][CH2:16][N:14]([CH2:15][C:5]=3[C:4]=2[CH:3]=1)[CH2:13][CH2:12]4.[Br:18][C:19]1[CH:20]=[CH:21][C:22](I)=[N:23][CH:24]=1.C([O-])(=O)C.[Cs+], predict the reaction product. The product is: [Br:18][C:19]1[CH:20]=[CH:21][C:22]([N:7]2[C:8]3[CH:9]=[CH:10][C:2]([F:1])=[CH:3][C:4]=3[C:5]3[CH2:15][N:14]4[CH2:13][CH2:12][CH:11]([C:6]2=3)[CH2:17][CH2:16]4)=[N:23][CH:24]=1. (4) The product is: [Br:1][C:2]1[C:10]2[C:5](=[N:6][CH:7]=[CH:8][CH:9]=2)[S:4][C:3]=1[CH2:11][OH:12]. Given the reactants [Br:1][C:2]1[C:10]2[C:5](=[N:6][CH:7]=[CH:8][CH:9]=2)[S:4][C:3]=1[C:11](O)=[O:12].[BH4-].[BH4-].[BH4-].[BH4-].[Na+].[Na+].[Na+].[Na+], predict the reaction product. (5) Given the reactants Cl[C:2]1[N:7]=[CH:6][C:5]([CH2:8][N:9]2[CH:14]=[C:13]([C:15]3[O:19][N:18]=[C:17]([C:20]4[CH:25]=[CH:24][C:23]([O:26][C:27]([F:30])([F:29])[F:28])=[CH:22][CH:21]=4)[N:16]=3)[CH:12]=[CH:11][C:10]2=[O:31])=[CH:4][CH:3]=1.[NH2:32][CH2:33][CH2:34][CH2:35][OH:36].O, predict the reaction product. The product is: [OH:36][CH2:35][CH2:34][CH2:33][NH:32][C:2]1[N:7]=[CH:6][C:5]([CH2:8][N:9]2[CH:14]=[C:13]([C:15]3[O:19][N:18]=[C:17]([C:20]4[CH:25]=[CH:24][C:23]([O:26][C:27]([F:30])([F:29])[F:28])=[CH:22][CH:21]=4)[N:16]=3)[CH:12]=[CH:11][C:10]2=[O:31])=[CH:4][CH:3]=1. (6) Given the reactants [C:1]1([C@H:7]([OH:11])[CH2:8][C:9]#[N:10])[CH:6]=[CH:5][CH:4]=[CH:3][CH:2]=1.Cl, predict the reaction product. The product is: [C:1]1([C@H:7]([OH:11])[CH2:8][CH2:9][NH2:10])[CH:6]=[CH:5][CH:4]=[CH:3][CH:2]=1.